Task: Predict the product of the given reaction.. Dataset: Forward reaction prediction with 1.9M reactions from USPTO patents (1976-2016) (1) Given the reactants [C:1]([O:5][C:6]([NH:8][C@H:9]1[CH2:13][CH2:12][C@H:11]([C:14]([OH:16])=O)[CH2:10]1)=[O:7])([CH3:4])([CH3:3])[CH3:2].C1C=CC2N(O)N=[N:23]C=2C=1.C(Cl)CCl.[OH-].[NH4+], predict the reaction product. The product is: [NH2:23][C:14]([C@H:11]1[CH2:12][CH2:13][C@H:9]([NH:8][C:6](=[O:7])[O:5][C:1]([CH3:4])([CH3:3])[CH3:2])[CH2:10]1)=[O:16]. (2) Given the reactants [C:1]([O:5][C:6](=[O:22])[NH:7][C:8]1[CH:13]=[C:12]([N:14]([CH2:16][CH:17]([CH3:19])[CH3:18])[CH3:15])[C:11]([Cl:20])=[CH:10][C:9]=1[NH2:21])([CH3:4])([CH3:3])[CH3:2].C([O:27][C:28](=O)[CH2:29][C:30]([C:32]1[CH:37]=[CH:36][CH:35]=[C:34]([C:38]2[O:42][N:41]=[C:40]([CH3:43])[CH:39]=2)[CH:33]=1)=[O:31])(C)(C)C, predict the reaction product. The product is: [C:1]([O:5][C:6](=[O:22])[NH:7][C:8]1[CH:13]=[C:12]([N:14]([CH2:16][CH:17]([CH3:18])[CH3:19])[CH3:15])[C:11]([Cl:20])=[CH:10][C:9]=1[NH:21][C:28](=[O:27])[CH2:29][C:30]([C:32]1[CH:37]=[CH:36][CH:35]=[C:34]([C:38]2[O:42][N:41]=[C:40]([CH3:43])[CH:39]=2)[CH:33]=1)=[O:31])([CH3:3])([CH3:2])[CH3:4]. (3) Given the reactants [CH2:1]([C:5]1[C:10](=O)[N:9]2[CH:12]=[CH:13][NH:14][C:8]2=[C:7]([C:15]#[N:16])[C:6]=1[CH3:17])[CH2:2][CH2:3][CH3:4].P(Cl)(Cl)([Cl:20])=O, predict the reaction product. The product is: [CH2:1]([C:5]1[C:6]([CH3:17])=[C:7]([C:15]#[N:16])[C:8]2[N:9]([CH:12]=[CH:13][N:14]=2)[C:10]=1[Cl:20])[CH2:2][CH2:3][CH3:4]. (4) Given the reactants [S:1]1[C:5]([NH:6][S:7]([C:10]2[CH:18]=[CH:17][C:13]([C:14]([OH:16])=O)=[CH:12][CH:11]=2)(=[O:9])=[O:8])=[N:4][CH:3]=[N:2]1.[F:19][C:20]1[CH:21]=[C:22]([CH:25]=[CH:26][C:27]=1[C:28]([F:31])([F:30])[F:29])[CH2:23][NH2:24], predict the reaction product. The product is: [F:19][C:20]1[CH:21]=[C:22]([CH:25]=[CH:26][C:27]=1[C:28]([F:29])([F:30])[F:31])[CH2:23][NH:24][C:14](=[O:16])[C:13]1[CH:12]=[CH:11][C:10]([S:7]([NH:6][C:5]2[S:1][N:2]=[CH:3][N:4]=2)(=[O:8])=[O:9])=[CH:18][CH:17]=1. (5) Given the reactants C([O:3][C:4]([C:6]1[CH:7]=[N:8][N:9]([CH:11]2[CH2:14][O:13][CH2:12]2)[CH:10]=1)=[O:5])C.[Li+].[OH-], predict the reaction product. The product is: [O:13]1[CH2:14][CH:11]([N:9]2[CH:10]=[C:6]([C:4]([OH:5])=[O:3])[CH:7]=[N:8]2)[CH2:12]1.